Predict the product of the given reaction. From a dataset of Forward reaction prediction with 1.9M reactions from USPTO patents (1976-2016). (1) Given the reactants Br[C:2]1[CH:3]=[C:4]([NH:13][CH2:14][C:15]2[C:20]([CH3:21])=[CH:19][CH:18]=[CH:17][C:16]=2[CH3:22])[C:5]2[N:9]=[C:8]([CH3:10])[N:7]([CH3:11])[C:6]=2[CH:12]=1.C(N([CH2:28][CH3:29])CC)C.C1(P(C2C=CC=CC=2)C2C=CC=CC=2)C=CC=CC=1.[C]=[O:50].[CH2:51]([OH:53])C, predict the reaction product. The product is: [CH3:22][C:16]1[CH:17]=[CH:18][CH:19]=[C:20]([CH3:21])[C:15]=1[CH2:14][NH:13][C:4]1[C:5]2[N:9]=[C:8]([CH3:10])[N:7]([CH3:11])[C:6]=2[CH:12]=[C:2]([C:51]([O:53][CH2:28][CH3:29])=[O:50])[CH:3]=1. (2) Given the reactants [C:1]1(B(O)O)[CH:6]=[CH:5][CH:4]=[CH:3][CH:2]=1.[Zn](C)C.CN([C@@H](C1C2C(=CC=CC=2)C=CC=1)C1C2C(=CC=CC=2)C=CC=1O)[C@H](C1C=CC=CC=1)C.[Cl:45][C:46]1[CH:53]=[CH:52][CH:51]=[CH:50][C:47]=1[CH:48]=[O:49], predict the reaction product. The product is: [Cl:45][C:46]1[CH:53]=[CH:52][CH:51]=[CH:50][C:47]=1[C@@H:48]([C:1]1[CH:6]=[CH:5][CH:4]=[CH:3][CH:2]=1)[OH:49].